Dataset: Forward reaction prediction with 1.9M reactions from USPTO patents (1976-2016). Task: Predict the product of the given reaction. (1) The product is: [Cl:22][C:23]1[CH:24]=[C:25]([CH:26]=[CH:27][CH:28]=1)[CH2:29][CH:30]1[C:31](=[O:32])[O:13][C:12]2[NH:11][C:10]([C:14]3[CH:19]=[C:18]([F:20])[CH:17]=[CH:16][C:15]=3[F:21])=[N:9][C:8]=2[CH:1]1[C:2]1[CH:3]=[CH:4][CH:5]=[CH:6][CH:7]=1. Given the reactants [CH:1](=[C:8]1/[N:9]=[C:10]([C:14]2[CH:19]=[C:18]([F:20])[CH:17]=[CH:16][C:15]=2[F:21])[NH:11][C:12]/1=[O:13])/[C:2]1[CH:7]=[CH:6][CH:5]=[CH:4][CH:3]=1.[Cl:22][C:23]1[CH:24]=[C:25](/[CH:29]=[CH:30]/[CH:31]=[O:32])[CH:26]=[CH:27][CH:28]=1, predict the reaction product. (2) Given the reactants [CH3:1][N:2]1[C:6]([S:7][C:8]2[C:17](=[O:18])[C:16]3[C:11](=[CH:12][CH:13]=[CH:14][CH:15]=3)/[C:10](=[N:19]/[S:20]([C:23]3[CH:28]=[CH:27][C:26]([C:29]4[CH:34]=[CH:33][CH:32]=[CH:31][CH:30]=4)=[CH:25][CH:24]=3)(=[O:22])=[O:21])/[CH:9]=2)=[N:5][N:4]=[N:3]1.[Cl:35][C:36]1[S:40][C:39]([S:41](/[N:44]=[C:45]2\[CH:46]=[C:47](Cl)[C:48](=[O:55])[C:49]3[C:54]\2=[CH:53][CH:52]=[CH:51][CH:50]=3)(=[O:43])=[O:42])=[CH:38][CH:37]=1.SC1N=CNN=1, predict the reaction product. The product is: [NH:4]1[CH:1]=[N:2][C:6]([S:7][C:47]2[C:48](=[O:55])[C:49]3[C:54](=[CH:53][CH:52]=[CH:51][CH:50]=3)/[C:45](=[N:44]/[S:41]([C:39]3[S:40][C:36]([Cl:35])=[CH:37][CH:38]=3)(=[O:43])=[O:42])/[CH:46]=2)=[N:5]1.[CH3:1][N:2]1[C:6]([S:7][C:8]2[C:17](=[O:18])[C:16]3[C:11](=[CH:12][CH:13]=[CH:14][CH:15]=3)/[C:10](=[N:19]/[S:20]([C:23]3[CH:28]=[CH:27][C:26]([C:29]4[CH:34]=[CH:33][CH:32]=[CH:31][CH:30]=4)=[CH:25][CH:24]=3)(=[O:21])=[O:22])/[CH:9]=2)=[N:5][N:4]=[N:3]1. (3) The product is: [C:1]([C:3]1([NH:6][C:7]([C@@H:9]2[CH2:13][C@@H:12]([S:14]([C:17]3[CH:22]=[CH:21][C:20]([CH3:34])=[CH:19][C:18]=3[Cl:24])(=[O:16])=[O:15])[CH2:11][C@H:10]2[C:25]([N:27]2[CH2:31][CH2:30][C:29]([F:33])([F:32])[CH2:28]2)=[O:26])=[O:8])[CH2:5][CH2:4]1)#[N:2]. Given the reactants [C:1]([C:3]1([NH:6][C:7]([C@@H:9]2[CH2:13][C@@H:12]([S:14]([C:17]3[CH:22]=[CH:21][C:20](Br)=[CH:19][C:18]=3[Cl:24])(=[O:16])=[O:15])[CH2:11][C@H:10]2[C:25]([N:27]2[CH2:31][CH2:30][C:29]([F:33])([F:32])[CH2:28]2)=[O:26])=[O:8])[CH2:5][CH2:4]1)#[N:2].[CH3:34]B(O)O, predict the reaction product. (4) The product is: [NH2:30][CH:29]([C:27]([N:18]1[CH2:19][C@H:20]([C:21]2[CH:22]=[CH:23][CH:24]=[CH:25][CH:26]=2)[C@@H:16]([O:15][C@@H:13]([C:5]2[CH:6]=[C:7]([C:9]([F:10])([F:11])[F:12])[CH:8]=[C:3]([C:2]([F:44])([F:1])[F:43])[CH:4]=2)[CH3:14])[CH2:17]1)=[O:28])[CH2:33][OH:32]. Given the reactants [F:1][C:2]([F:44])([F:43])[C:3]1[CH:4]=[C:5]([C@H:13]([O:15][C@@H:16]2[C@@H:20]([C:21]3[CH:26]=[CH:25][CH:24]=[CH:23][CH:22]=3)[CH2:19][N:18]([C:27]([CH:29]3[CH2:33][O:32]C(C)(C)[N:30]3C(OC(C)(C)C)=O)=[O:28])[CH2:17]2)[CH3:14])[CH:6]=[C:7]([C:9]([F:12])([F:11])[F:10])[CH:8]=1.C1(OC)C=CC=CC=1.C(O)(C(F)(F)F)=O, predict the reaction product.